The task is: Predict the reaction yield, written as a fraction of the theoretical maximum amount of product (1.0 means a 100% yield; for example, 0.34 means a 34% yield).. This data is from Reaction yield outcomes from USPTO patents with 853,638 reactions. The reactants are C([O:4][C:5]1[CH:14]=[C:13]2[C:8]([CH:9]([C:27]3[CH:28]=[N:29][CH:30]=[CH:31][CH:32]=3)[C:10]([C:22]([O:24][CH2:25][CH3:26])=[O:23])=[C:11]([N:15](C(=O)C)[C:16](=[O:18])[CH3:17])[O:12]2)=[CH:7][CH:6]=1)(=O)C.O.NN. The catalyst is C(O)C.C(OCC)(=O)C. The product is [C:16]([NH:15][C:11]1[O:12][C:13]2[C:8]([CH:9]([C:27]3[CH:28]=[N:29][CH:30]=[CH:31][CH:32]=3)[C:10]=1[C:22]([O:24][CH2:25][CH3:26])=[O:23])=[CH:7][CH:6]=[C:5]([OH:4])[CH:14]=2)(=[O:18])[CH3:17]. The yield is 0.590.